This data is from Reaction yield outcomes from USPTO patents with 853,638 reactions. The task is: Predict the reaction yield, written as a fraction of the theoretical maximum amount of product (1.0 means a 100% yield; for example, 0.34 means a 34% yield). The reactants are [N:1]12[CH2:8][CH2:7][C:4]([C:9]([C:17]3[CH:22]=[CH:21][CH:20]=[CH:19][CH:18]=3)([C:11]3[CH:16]=[CH:15][CH:14]=[CH:13][CH:12]=3)[OH:10])([CH2:5][CH2:6]1)[CH2:3][CH2:2]2.[Br:23][CH2:24][CH2:25][O:26][CH2:27][C:28]1[CH:35]=[CH:34][C:31]([C:32]#[N:33])=[CH:30][CH:29]=1. The catalyst is CC#N.C(Cl)(Cl)Cl. The product is [Br-:23].[C:32]([C:31]1[CH:34]=[CH:35][C:28]([CH2:27][O:26][CH2:25][CH2:24][N+:1]23[CH2:6][CH2:5][C:4]([C:9]([OH:10])([C:17]4[CH:22]=[CH:21][CH:20]=[CH:19][CH:18]=4)[C:11]4[CH:12]=[CH:13][CH:14]=[CH:15][CH:16]=4)([CH2:3][CH2:2]2)[CH2:7][CH2:8]3)=[CH:29][CH:30]=1)#[N:33]. The yield is 0.740.